This data is from Human liver microsome stability data. The task is: Regression/Classification. Given a drug SMILES string, predict its absorption, distribution, metabolism, or excretion properties. Task type varies by dataset: regression for continuous measurements (e.g., permeability, clearance, half-life) or binary classification for categorical outcomes (e.g., BBB penetration, CYP inhibition). Dataset: hlm. (1) The compound is O=P1(c2ccc(C(F)(F)F)cc2)OCCCO1. The result is 0 (unstable in human liver microsomes). (2) The molecule is CCOC(=O)CCn1cc(CN2CCN(c3cc(C(=O)Nc4ccc5c(c4)-c4c(c(C(N)=O)nn4-c4ccc(F)cc4)CC5)c(Cl)cn3)CC2)cn1. The result is 1 (stable in human liver microsomes). (3) The molecule is COc1ccccc1CN1C(=O)CN(C(=O)c2cc3cc(C4CC4)ccc3[nH]2)C[C@@H]1Cc1ccccc1. The result is 0 (unstable in human liver microsomes). (4) The molecule is CN(Cc1cccc2c1S(=O)(=O)NC2=C1C(=O)[C@H](C(C)(C)C)N(Cc2ccc(F)c(Cl)c2)C1=O)S(C)(=O)=O. The result is 0 (unstable in human liver microsomes). (5) The drug is O=C(O)CCNc1nc(N2CCc3ccccc3CC2)cc(-n2cc3ccccc3n2)n1. The result is 0 (unstable in human liver microsomes). (6) The compound is O=C(NCCCC(c1ccccc1)c1ccccc1)c1cccnc1. The result is 1 (stable in human liver microsomes). (7) The molecule is COc1ccc(S(=O)(=O)Nc2ccc(F)c(C(=O)O)c2)c2ccccc12. The result is 0 (unstable in human liver microsomes).